From a dataset of Reaction yield outcomes from USPTO patents with 853,638 reactions. Predict the reaction yield, written as a fraction of the theoretical maximum amount of product (1.0 means a 100% yield; for example, 0.34 means a 34% yield). The reactants are Cl.[C:2]1([CH3:10])[CH:7]=[CH:6][CH:5]=[CH:4][C:3]=1[NH:8][NH2:9].C(Cl)(Cl)(Cl)Cl.C(N(CC)CC)C.C(O[C:26]1([CH:38]=[CH:37][CH:36]=[C:35]([Br:39])[CH2:34]1)[CH:27]=[N:28][C:29](=O)[CH2:30][CH2:31][CH3:32])C. The catalyst is O. The product is [Br:39][C:35]1[CH:34]=[C:26]([C:27]2[N:28]=[C:29]([CH2:30][CH2:31][CH3:32])[N:8]([C:3]3[CH:4]=[CH:5][CH:6]=[CH:7][C:2]=3[CH3:10])[N:9]=2)[CH:38]=[CH:37][CH:36]=1. The yield is 0.800.